This data is from Full USPTO retrosynthesis dataset with 1.9M reactions from patents (1976-2016). The task is: Predict the reactants needed to synthesize the given product. (1) Given the product [CH3:1][NH:2][C:3]([C:5]1[NH:13][C:12]2[C:7](=[N:8][CH:9]=[CH:10][CH:11]=2)[C:6]=1[S:20][C:14]1[CH:19]=[CH:18][CH:17]=[CH:16][CH:15]=1)=[O:4], predict the reactants needed to synthesize it. The reactants are: [CH3:1][NH:2][C:3]([C:5]1[NH:13][C:12]2[C:7](=[N:8][CH:9]=[CH:10][CH:11]=2)[CH:6]=1)=[O:4].[C:14]1([S:20][S:20][C:14]2[CH:19]=[CH:18][CH:17]=[CH:16][CH:15]=2)[CH:19]=[CH:18][CH:17]=[CH:16][CH:15]=1. (2) Given the product [CH2:4]([C:8]1[O:12][N:11]=[C:10]([CH2:13][NH2:14])[CH:9]=1)[CH2:5][CH2:6][CH3:7], predict the reactants needed to synthesize it. The reactants are: O.NN.[CH2:4]([C:8]1[O:12][N:11]=[C:10]([CH2:13][N:14]2C(=O)C3C(=CC=CC=3)C2=O)[CH:9]=1)[CH2:5][CH2:6][CH3:7].C(O)C. (3) The reactants are: [CH2:1]([N:8]1[CH2:13][CH2:12][O:11][C:10](=[O:14])[C@@H:9]1[C:15]1[CH:20]=[CH:19][CH:18]=[CH:17][CH:16]=1)[C:2]1[CH:7]=[CH:6][CH:5]=[CH:4][CH:3]=1.C([BH-](C(CC)C)C(CC)C)(CC)C.[Li+].[Cl:35][C:36]1[CH:37]=[C:38]([CH:41]=[C:42]([Cl:44])[CH:43]=1)[CH2:39]O.N. Given the product [CH2:1]([N:8]1[CH2:13][CH2:12][O:11][C@H:10]([O:14][CH2:39][C:38]2[CH:37]=[C:36]([Cl:35])[CH:43]=[C:42]([Cl:44])[CH:41]=2)[C@@H:9]1[C:15]1[CH:20]=[CH:19][CH:18]=[CH:17][CH:16]=1)[C:2]1[CH:3]=[CH:4][CH:5]=[CH:6][CH:7]=1, predict the reactants needed to synthesize it. (4) Given the product [Cl:3][C:4]1[C:9]([CH3:10])=[CH:8][C:7]([S:11]([N:14]2[CH2:19][CH2:18][CH2:17][CH2:16][CH:15]2[CH2:20][CH2:21][C:22]([OH:24])=[O:23])(=[O:12])=[O:13])=[C:6]([CH3:26])[CH:5]=1, predict the reactants needed to synthesize it. The reactants are: [OH-].[Na+].[Cl:3][C:4]1[C:9]([CH3:10])=[CH:8][C:7]([S:11]([N:14]2[CH2:19][CH2:18][CH2:17][CH2:16][CH:15]2[CH2:20][CH2:21][C:22]([O:24]C)=[O:23])(=[O:13])=[O:12])=[C:6]([CH3:26])[CH:5]=1. (5) Given the product [CH3:22][O:23][C:24](=[O:27])[CH2:25][NH:26][C:5]([C:7]1[S:8][CH:9]=[CH:10][C:11]=1[NH:12][C:13]1[CH:18]=[CH:17][N:16]=[C:15]2[NH:19][CH:20]=[CH:21][C:14]=12)=[O:6], predict the reactants needed to synthesize it. The reactants are: NCCN[C:5]([C:7]1[S:8][CH:9]=[CH:10][C:11]=1[NH:12][C:13]1[CH:18]=[CH:17][N:16]=[C:15]2[NH:19][CH:20]=[CH:21][C:14]=12)=[O:6].[CH3:22][O:23][C:24](=[O:27])[CH2:25][NH2:26].